Predict the product of the given reaction. From a dataset of Forward reaction prediction with 1.9M reactions from USPTO patents (1976-2016). Given the reactants [NH2:1][C:2]1[CH:6]=[CH:5][S:4][C:3]=1C(OC)=O.[OH-].[Na+].C(O)C.C(O[CH:19]=[C:20]([C:26]([O:28][CH2:29][CH3:30])=[O:27])[C:21]([O:23][CH2:24][CH3:25])=[O:22])C, predict the reaction product. The product is: [S:4]1[CH:5]=[CH:6][C:2]([NH:1][CH:19]=[C:20]([C:21]([O:23][CH2:24][CH3:25])=[O:22])[C:26]([O:28][CH2:29][CH3:30])=[O:27])=[CH:3]1.